From a dataset of Forward reaction prediction with 1.9M reactions from USPTO patents (1976-2016). Predict the product of the given reaction. (1) Given the reactants Cl[CH2:2][CH2:3][C:4]([NH:6][C:7]1[CH:12]=[CH:11][CH:10]=[CH:9][CH:8]=1)=[O:5].[Al+3].[Cl-].[Cl-].[Cl-], predict the reaction product. The product is: [NH:6]1[C:7]2[C:12](=[CH:11][CH:10]=[CH:9][CH:8]=2)[CH2:2][CH2:3][C:4]1=[O:5]. (2) Given the reactants [F:1][C:2]1([F:14])[CH2:7][CH2:6][CH:5]([N:8]2[CH2:12][CH2:11][CH2:10][C:9]2=[O:13])[CH2:4][CH2:3]1.[Li+].CC([N-]C(C)C)C.[Br:23][C:24]1[CH:29]=[CH:28][C:27]([CH2:30]Br)=[C:26]([Cl:32])[CH:25]=1, predict the reaction product. The product is: [Br:23][C:24]1[CH:29]=[CH:28][C:27]([CH2:30][CH:10]2[CH2:11][CH2:12][N:8]([CH:5]3[CH2:4][CH2:3][C:2]([F:1])([F:14])[CH2:7][CH2:6]3)[C:9]2=[O:13])=[C:26]([Cl:32])[CH:25]=1. (3) Given the reactants [CH3:1][S:2]([C:5]1[CH:6]=[CH:7][C:8]([O:11][CH2:12][CH2:13][C@@H:14]2[CH2:16][C@@H:15]2[CH:17]2[CH2:22][CH2:21][N:20](C(OCC3C=CC=CC=3)=O)[CH2:19][CH2:18]2)=[N:9][CH:10]=1)(=[O:4])=[O:3], predict the reaction product. The product is: [CH3:1][S:2]([C:5]1[CH:6]=[CH:7][C:8]([O:11][CH2:12][CH2:13][C@@H:14]2[CH2:16][C@@H:15]2[CH:17]2[CH2:22][CH2:21][NH:20][CH2:19][CH2:18]2)=[N:9][CH:10]=1)(=[O:3])=[O:4].